From a dataset of Catalyst prediction with 721,799 reactions and 888 catalyst types from USPTO. Predict which catalyst facilitates the given reaction. (1) Reactant: [C:1]([S:4][CH2:5]/[CH:6]=[C:7](/[C:9]1[CH:10]=[C:11]([NH:16][C:17]([C:19]2[CH:24]=[CH:23][C:22]([Cl:25])=[CH:21][N:20]=2)=[O:18])[CH:12]=[CH:13][C:14]=1[F:15])\[CH3:8])(=[NH:3])[NH2:2].Cl.FC(F)(F)S(O)(=O)=O. Product: [NH2:3][C:1]1[S:4][CH2:5][CH2:6][C@:7]([C:9]2[CH:10]=[C:11]([NH:16][C:17]([C:19]3[CH:24]=[CH:23][C:22]([Cl:25])=[CH:21][N:20]=3)=[O:18])[CH:12]=[CH:13][C:14]=2[F:15])([CH3:8])[N:2]=1. The catalyst class is: 55. (2) Reactant: [Cl:1][C:2]1[CH:11]=[CH:10][C:9]2[N:8]=[CH:7][C:6]3[N:12]=[CH:13][N:14]([CH3:15])[C:5]=3[C:4]=2[CH:3]=1.[OH:16]O. Product: [Cl:1][C:2]1[CH:11]=[CH:10][C:9]2[NH:8][C:7](=[O:16])[C:6]3[N:12]=[CH:13][N:14]([CH3:15])[C:5]=3[C:4]=2[CH:3]=1. The catalyst class is: 15. (3) Reactant: [CH:1]1[C:10]2[C:5](=[CH:6][CH:7]=[CH:8][CH:9]=2)[CH:4]=[CH:3][C:2]=1[C:11]1[NH:15][C:14]([CH:16]([CH2:20][CH2:21][CH2:22][CH2:23][CH2:24][C:25](=[O:28])[CH2:26][CH3:27])[C:17]([OH:19])=[O:18])=[N:13][CH:12]=1.[H-].[Na+].[CH3:31][Si:32]([CH2:35][CH2:36][O:37][CH2:38]Cl)([CH3:34])[CH3:33]. Product: [CH2:26]([C:25]1([CH2:24][CH2:23][CH2:22][CH2:21][CH2:20][CH:16]([C:14]2[N:15]([CH2:38][O:37][CH2:36][CH2:35][Si:32]([CH3:34])([CH3:33])[CH3:31])[C:11]([C:2]3[CH:3]=[CH:4][C:5]4[C:10](=[CH:9][CH:8]=[CH:7][CH:6]=4)[CH:1]=3)=[CH:12][N:13]=2)[C:17]([O:19][C:2]([CH3:11])([CH3:3])[CH3:1])=[O:18])[O:18][CH2:17][CH2:16][O:28]1)[CH3:27]. The catalyst class is: 1.